This data is from Peptide-MHC class II binding affinity with 134,281 pairs from IEDB. The task is: Regression. Given a peptide amino acid sequence and an MHC pseudo amino acid sequence, predict their binding affinity value. This is MHC class II binding data. (1) The peptide sequence is VLAVGPAYSAHCIGI. The MHC is HLA-DQA10201-DQB10301 with pseudo-sequence HLA-DQA10201-DQB10301. The binding affinity (normalized) is 0.744. (2) The peptide sequence is SQDQELSWNLNGLQAY. The MHC is DRB1_0802 with pseudo-sequence DRB1_0802. The binding affinity (normalized) is 0.183. (3) The peptide sequence is LLGQNTAAIAAIEAQ. The MHC is HLA-DQA10102-DQB10602 with pseudo-sequence HLA-DQA10102-DQB10602. The binding affinity (normalized) is 0.806. (4) The peptide sequence is KGSNEKHLAVLVKYE. The MHC is DRB1_0901 with pseudo-sequence DRB1_0901. The binding affinity (normalized) is 0.387. (5) The peptide sequence is ARWVYFLTRMRNPTG. The MHC is HLA-DPA10103-DPB10401 with pseudo-sequence HLA-DPA10103-DPB10401. The binding affinity (normalized) is 0.524. (6) The peptide sequence is EGHHLASAAIFGHDG. The MHC is DRB1_1602 with pseudo-sequence DRB1_1602. The binding affinity (normalized) is 0.307. (7) The MHC is DRB3_0202 with pseudo-sequence DRB3_0202. The peptide sequence is GELQMVDKIDAAFKI. The binding affinity (normalized) is 0.191.